This data is from Full USPTO retrosynthesis dataset with 1.9M reactions from patents (1976-2016). The task is: Predict the reactants needed to synthesize the given product. (1) Given the product [CH:1]([C:3]1[CH:8]=[CH:7][C:6]([S:9]([N:12]([CH2:18][O:19][CH3:20])[C:13]2[S:14][CH:15]=[CH:16][N:17]=2)(=[O:11])=[O:10])=[CH:5][CH:4]=1)=[O:33], predict the reactants needed to synthesize it. The reactants are: [C:1]([C:3]1[CH:8]=[CH:7][C:6]([S:9]([N:12]([CH2:18][O:19][CH3:20])[C:13]2[S:14][CH:15]=[CH:16][N:17]=2)(=[O:11])=[O:10])=[CH:5][CH:4]=1)#N.CC(C[AlH]CC(C)C)C.C1C[O:33]CC1. (2) Given the product [OH:27][CH2:26][CH2:25][S:24][C:21]1[CH:20]=[C:19]([O:30][C:31]2[C:32]([CH3:37])=[N:33][CH:34]=[CH:35][CH:36]=2)[C:18]([NH:17][C:15]2[S:14][N:13]=[C:12]([CH:7]3[CH2:6][CH:5]4[N:4]([C:1](=[O:3])[CH3:2])[CH:9]([CH2:10][CH2:11]4)[CH2:8]3)[N:16]=2)=[N:23][CH:22]=1, predict the reactants needed to synthesize it. The reactants are: [C:1]([N:4]1[CH:9]2[CH2:10][CH2:11][CH:5]1[CH2:6][CH:7]([C:12]1[N:16]=[C:15]([NH:17][C:18]3[N:23]=[CH:22][C:21]([S:24][CH2:25][C:26](OC)=[O:27])=[CH:20][C:19]=3[O:30][C:31]3[C:32]([CH3:37])=[N:33][CH:34]=[CH:35][CH:36]=3)[S:14][N:13]=1)[CH2:8]2)(=[O:3])[CH3:2].[Li+].[BH4-].[H-].[H-].[H-].[H-].[Li+].[Al+3]. (3) The reactants are: [Br:1][C:2]1[CH:3]=[C:4]([NH:10][C:11]2[N:16]=[CH:15][C:14]([C:17]3[CH2:22][CH2:21][N:20](C(OC(C)(C)C)=O)[CH2:19][CH:18]=3)=[CH:13][CH:12]=2)[C:5](=[O:9])[N:6]([CH3:8])[CH:7]=1. Given the product [Br:1][C:2]1[CH:3]=[C:4]([NH:10][C:11]2[CH:12]=[CH:13][C:14]([C:17]3[CH2:22][CH2:21][NH:20][CH2:19][CH:18]=3)=[CH:15][N:16]=2)[C:5](=[O:9])[N:6]([CH3:8])[CH:7]=1, predict the reactants needed to synthesize it.